This data is from Catalyst prediction with 721,799 reactions and 888 catalyst types from USPTO. The task is: Predict which catalyst facilitates the given reaction. (1) Reactant: [N+:1]([C:4]1[CH:5]=[C:6]([CH2:10][CH2:11][C:12](O)=[O:13])[CH:7]=[CH:8][CH:9]=1)([O-:3])=[O:2].O1CCCC1.B.O.Cl. Product: [N+:1]([C:4]1[CH:5]=[C:6]([CH2:10][CH2:11][CH2:12][OH:13])[CH:7]=[CH:8][CH:9]=1)([O-:3])=[O:2]. The catalyst class is: 7. (2) Reactant: [F:1][C:2]1[CH:7]=[CH:6][C:5](/[CH:8]=[CH:9]/[C:10](O)=[O:11])=[CH:4][C:3]=1[O:13][CH3:14].C(N(CC)CC)C.C1C=CC(P([N:36]=[N+:37]=[N-:38])(C2C=CC=CC=2)=O)=CC=1. Product: [F:1][C:2]1[CH:7]=[CH:6][C:5](/[CH:8]=[CH:9]/[C:10]([N:36]=[N+:37]=[N-:38])=[O:11])=[CH:4][C:3]=1[O:13][CH3:14]. The catalyst class is: 48. (3) Reactant: [C:1]([C:4]1[CH:5]=[C:6]2[C:10](=[CH:11][CH:12]=1)[NH:9][C:8]([C:13]([O:15]CC)=[O:14])=[CH:7]2)([CH3:3])=[CH2:2].[Li+].[OH-]. Product: [C:1]([C:4]1[CH:5]=[C:6]2[C:10](=[CH:11][CH:12]=1)[NH:9][C:8]([C:13]([OH:15])=[O:14])=[CH:7]2)([CH3:3])=[CH2:2]. The catalyst class is: 38. (4) Reactant: [C:1]1([C:28]2[CH:33]=[CH:32][CH:31]=[CH:30][CH:29]=2)[CH:6]=[CH:5][C:4]([O:7][C:8]2[C:9](=[O:27])[N:10]([C:20]3[CH:25]=[CH:24][C:23]([Cl:26])=[CH:22][CH:21]=3)[N:11]=[CH:12][C:13]=2[N:14]2[CH2:19][CH2:18][NH:17][CH2:16][CH2:15]2)=[CH:3][CH:2]=1.[C:34](N[C@H](C(O)=O)C)([O:36][C:37]([CH3:40])([CH3:39])[CH3:38])=[O:35].C(Cl)CCl.C1C=CC2N(O)N=NC=2C=1.C(N(CC)CC)C.[O:68]1C[CH2:71][CH2:70][CH2:69]1. Product: [C:1]1([C:28]2[CH:33]=[CH:32][CH:31]=[CH:30][CH:29]=2)[CH:6]=[CH:5][C:4]([O:7][C:8]2[C:9](=[O:27])[N:10]([C:20]3[CH:25]=[CH:24][C:23]([Cl:26])=[CH:22][CH:21]=3)[N:11]=[CH:12][C:13]=2[N:14]2[CH2:19][CH2:18][N:17]([C:69](=[O:68])[CH:70]([C:34]([O:36][C:37]([CH3:38])([CH3:39])[CH3:40])=[O:35])[CH3:71])[CH2:16][CH2:15]2)=[CH:3][CH:2]=1. The catalyst class is: 4. (5) Reactant: [NH2:1][C:2]1[C:11]([I:12])=[CH:10][C:5]([C:6]([O:8][CH3:9])=[O:7])=[C:4]([Cl:13])[CH:3]=1.[N:14]([O-])=O.[Na+].O.O.[Sn](Cl)Cl. Product: [Cl:13][C:4]1[CH:3]=[C:2]([NH:1][NH2:14])[C:11]([I:12])=[CH:10][C:5]=1[C:6]([O:8][CH3:9])=[O:7]. The catalyst class is: 126. (6) Reactant: S(=O)(=O)(O)O.[CH3:6][C:7]1[CH:15]=[CH:14][CH:13]=[CH:12][C:8]=1[C:9]([OH:11])=[O:10].O[CH2:17][NH:18][C:19](=[O:24])[C:20]([CH3:23])([CH3:22])[CH3:21]. Product: [CH3:21][C:20]([CH3:23])([CH3:22])[C:19]([NH:18][CH2:17][C:13]1[CH:14]=[CH:15][C:7]([CH3:6])=[C:8]([CH:12]=1)[C:9]([OH:11])=[O:10])=[O:24]. The catalyst class is: 6.